Dataset: Reaction yield outcomes from USPTO patents with 853,638 reactions. Task: Predict the reaction yield, written as a fraction of the theoretical maximum amount of product (1.0 means a 100% yield; for example, 0.34 means a 34% yield). (1) The reactants are [OH-].[Na+].[OH:3][CH2:4][C:5]([NH:7][NH:8][C:9]([SH:12])=[N:10][CH3:11])=O.Cl. The catalyst is CCO. The product is [SH:12][C:9]1[N:10]([CH3:11])[C:5]([CH2:4][OH:3])=[N:7][N:8]=1. The yield is 0.830. (2) The reactants are [Cl:1]C1N=C(NNCC#C)N=C(NNCCC)N=1.Cl.C(ON)C.[CH2:23]([O:25][N:26](C)[C:27]1[N:32]=[C:31]([NH:33][CH2:34][CH2:35][CH3:36])[N:30]=[C:29]([NH:37][CH2:38][C:39]#[CH:40])[N:28]=1)[CH3:24]. No catalyst specified. The product is [ClH:1].[CH2:23]([O:25][NH:26][C:27]1[N:28]=[C:29]([NH:37][CH2:38][CH2:39][CH3:40])[N:30]=[C:31]([NH:33][CH2:34][C:35]#[CH:36])[N:32]=1)[CH3:24]. The yield is 0.850. (3) The reactants are [CH3:1][O:2][C:3]1[CH:8]=[C:7]([CH3:9])[C:6]([C:10]2[CH:15]=[CH:14][C:13]([O:16][CH3:17])=[CH:12][CH:11]=2)=[CH:5][N:4]=1.C([Li])CCC.[CH2:23]=[O:24]. The catalyst is C1COCC1. The product is [CH3:1][O:2][C:3]1[CH:8]=[C:7]([CH2:9][CH2:23][OH:24])[C:6]([C:10]2[CH:15]=[CH:14][C:13]([O:16][CH3:17])=[CH:12][CH:11]=2)=[CH:5][N:4]=1. The yield is 0.0600. (4) The reactants are [CH3:1][O:2][C:3]1[CH:8]=[C:7](F)[C:6]([CH3:10])=[CH:5][C:4]=1[N+:11]([O-:13])=[O:12].C([O-])([O-])=O.[K+].[K+].Cl.[CH3:21][S:22]([CH2:25][CH2:26][N:27]1[CH2:32][CH2:31][NH:30][CH2:29][CH2:28]1)(=[O:24])=[O:23].O. The catalyst is CS(C)=O. The product is [CH3:10][C:6]1[CH:5]=[C:4]([N+:11]([O-:13])=[O:12])[C:3]([O:2][CH3:1])=[CH:8][C:7]=1[N:30]1[CH2:29][CH2:28][N:27]([CH2:26][CH2:25][S:22]([CH3:21])(=[O:23])=[O:24])[CH2:32][CH2:31]1. The yield is 0.680. (5) The reactants are [F:1][C:2]1[CH:7]=[CH:6][C:5]([C:8]2[C:12]3[C:13]([CH3:30])=[C:14]([NH:19][C:20](=O)[C:21]4[CH:26]=[CH:25][C:24]([O:27][CH3:28])=[CH:23][CH:22]=4)[C:15]([CH3:18])=[C:16]([CH3:17])[C:11]=3[O:10][C:9]=2[CH3:31])=[CH:4][CH:3]=1. The catalyst is C(O)C. The product is [CH3:28][O:27][C:24]1[CH:23]=[CH:22][C:21]([CH2:20][NH:19][C:14]2[C:15]([CH3:18])=[C:16]([CH3:17])[C:11]3[O:10][C:9]([CH3:31])=[C:8]([C:5]4[CH:6]=[CH:7][C:2]([F:1])=[CH:3][CH:4]=4)[C:12]=3[C:13]=2[CH3:30])=[CH:26][CH:25]=1. The yield is 0.750.